Dataset: Forward reaction prediction with 1.9M reactions from USPTO patents (1976-2016). Task: Predict the product of the given reaction. Given the reactants C([O:4][CH2:5][CH2:6][CH2:7][CH2:8][CH2:9][CH2:10][CH2:11]CC=C)(=O)C.OOS([O-])=O.[K+].[O-:21]S([O-])=O.[Na+].[Na+].[CH3:27][CH2:28][O:29][C:30]([CH3:32])=[O:31], predict the reaction product. The product is: [C:30]([O:29][CH2:28][CH2:27][CH2:11][CH2:10][CH2:9][CH2:8][CH2:7][CH2:6][C:5]([OH:4])=[O:21])(=[O:31])[CH3:32].